This data is from Reaction yield outcomes from USPTO patents with 853,638 reactions. The task is: Predict the reaction yield, written as a fraction of the theoretical maximum amount of product (1.0 means a 100% yield; for example, 0.34 means a 34% yield). The reactants are [F:1][C:2]1[CH:3]=[C:4](B(O)O)[C:5]([O:8][CH3:9])=[CH:6][CH:7]=1.[N+:13]([C:16]1[CH:21]=[CH:20][CH:19]=[CH:18][C:17]=1Br)([O-:15])=[O:14].C(N(CC)CC)C. The product is [N+:13]([C:16]1[CH:21]=[CH:20][CH:19]=[CH:18][C:17]=1[C:4]1[CH:3]=[C:2]([F:1])[CH:7]=[CH:6][C:5]=1[O:8][CH3:9])([O-:15])=[O:14]. The catalyst is C([O-])(=O)C.[Pd+2].C([O-])(=O)C.C1(P(C2C=CC=CC=2)C2C=CC=CC=2)C=CC=CC=1.CN(C)C=O. The yield is 0.860.